From a dataset of Full USPTO retrosynthesis dataset with 1.9M reactions from patents (1976-2016). Predict the reactants needed to synthesize the given product. (1) Given the product [C:44]([C:48]1[O:52][N:51]=[C:50]([NH:53][C:16](=[O:18])[CH2:15][C:12]2[CH:11]=[CH:10][C:9]([B:4]3[O:3][C:2]([CH3:19])([CH3:1])[C:6]([CH3:7])([CH3:8])[O:5]3)=[CH:14][CH:13]=2)[CH:49]=1)([CH3:47])([CH3:46])[CH3:45], predict the reactants needed to synthesize it. The reactants are: [CH3:1][C:2]1([CH3:19])[C:6]([CH3:8])([CH3:7])[O:5][B:4]([C:9]2[CH:14]=[CH:13][C:12]([CH2:15][C:16]([OH:18])=O)=[CH:11][CH:10]=2)[O:3]1.F[P-](F)(F)(F)(F)F.N1(OC(N(C)C)=[N+](C)C)C2N=CC=CC=2N=N1.[C:44]([C:48]1[O:52][N:51]=[C:50]([NH2:53])[CH:49]=1)([CH3:47])([CH3:46])[CH3:45].CCN(C(C)C)C(C)C. (2) Given the product [CH:3]1([C@H:8]([NH:13][C:14]([C:16]2[CH:21]=[CH:20][C:19]([C:22]3[CH:27]=[CH:26][C:25]([O:28][CH3:29])=[CH:24][CH:23]=3)=[CH:18][C:17]=2[NH:30][C:31]([NH:33][C:34]2[C:35]([CH3:42])=[CH:36][C:37]([CH3:41])=[CH:38][C:39]=2[CH3:40])=[O:32])=[O:15])[C:9]([OH:11])=[O:10])[CH2:7][CH2:6][CH2:5][CH2:4]1, predict the reactants needed to synthesize it. The reactants are: [OH-].[Li+].[CH:3]1([C@H:8]([NH:13][C:14]([C:16]2[CH:21]=[CH:20][C:19]([C:22]3[CH:27]=[CH:26][C:25]([O:28][CH3:29])=[CH:24][CH:23]=3)=[CH:18][C:17]=2[NH:30][C:31]([NH:33][C:34]2[C:39]([CH3:40])=[CH:38][C:37]([CH3:41])=[CH:36][C:35]=2[CH3:42])=[O:32])=[O:15])[C:9]([O:11]C)=[O:10])[CH2:7][CH2:6][CH2:5][CH2:4]1.CO.Cl. (3) Given the product [F:27][C:26]([CH2:16][C:17]([OH:19])=[O:18])([F:29])[F:28].[O:21]=[C:13]1[CH2:12][C:11]2([CH2:22][CH2:23][NH:8][CH2:9][CH2:10]2)[CH2:15][N:14]1[CH2:16][C:17]([O:19][CH3:20])=[O:18], predict the reactants needed to synthesize it. The reactants are: C(OC([N:8]1[CH2:23][CH2:22][C:11]2([CH2:15][N:14]([CH2:16][C:17]([O:19][CH3:20])=[O:18])[C:13](=[O:21])[CH2:12]2)[CH2:10][CH2:9]1)=O)(C)(C)C.C(O)([C:26]([F:29])([F:28])[F:27])=O. (4) Given the product [I-:2].[CH3:1][S+:17]1[CH2:16][CH2:15][N:14]([C:11]2[CH:12]=[CH:13][C:8]([NH:7][C:5](=[O:6])[C:4](=[O:3])[C:20]3[N:28]4[C:23]([CH:24]=[CH:25][CH:26]=[CH:27]4)=[CH:22][C:21]=3[C:29]3[CH:30]=[CH:31][CH:32]=[CH:33][CH:34]=3)=[CH:9][CH:10]=2)[CH2:19][CH2:18]1, predict the reactants needed to synthesize it. The reactants are: [CH3:1][I:2].[O:3]=[C:4]([C:20]1[N:28]2[C:23]([CH:24]=[CH:25][CH:26]=[CH:27]2)=[CH:22][C:21]=1[C:29]1[CH:34]=[CH:33][CH:32]=[CH:31][CH:30]=1)[C:5]([NH:7][C:8]1[CH:13]=[CH:12][C:11]([N:14]2[CH2:19][CH2:18][S:17][CH2:16][CH2:15]2)=[CH:10][CH:9]=1)=[O:6]. (5) The reactants are: [CH3:1][NH:2][C:3]1[C:4]([NH2:13])=[CH:5][C:6]([C:9]([F:12])([F:11])[F:10])=[CH:7][CH:8]=1.[CH3:14][C:15]1[CH:23]=[N:22][CH:21]=[CH:20][C:16]=1[C:17](O)=O.CCN=C=NCCCN(C)C.N1C=CC=CC=1. Given the product [CH3:1][N:2]1[C:3]2[CH:8]=[CH:7][C:6]([C:9]([F:11])([F:10])[F:12])=[CH:5][C:4]=2[N:13]=[C:17]1[C:16]1[CH:20]=[CH:21][N:22]=[CH:23][C:15]=1[CH3:14], predict the reactants needed to synthesize it. (6) The reactants are: Cl[C:2]1[CH:3]=[CH:4][C:5]([N+:9]([O-:11])=[O:10])=[C:6]([NH2:8])[CH:7]=1.Cl.[OH:13][CH:14]1[CH2:19][CH2:18][CH2:17][NH:16][CH2:15]1.C([O-])([O-])=O.[K+].[K+].O. Given the product [NH2:8][C:6]1[CH:7]=[C:2]([N:16]2[CH2:17][CH2:18][CH2:19][CH:14]([OH:13])[CH2:15]2)[CH:3]=[CH:4][C:5]=1[N+:9]([O-:11])=[O:10], predict the reactants needed to synthesize it.